From a dataset of Full USPTO retrosynthesis dataset with 1.9M reactions from patents (1976-2016). Predict the reactants needed to synthesize the given product. (1) Given the product [CH:31]1[C:32]2[C:37](=[CH:36][CH:35]=[CH:34][CH:33]=2)[CH:38]=[C:29]([O:28][CH2:27][C:24]2[CH:25]=[CH:26][C:21]([C:18]3[CH:19]=[CH:20][C:15]([S:12]([NH:11][CH:7]([CH:8]([CH3:10])[CH3:9])[C:6]([OH:39])=[O:5])(=[O:13])=[O:14])=[CH:16][CH:17]=3)=[CH:22][CH:23]=2)[N:30]=1, predict the reactants needed to synthesize it. The reactants are: C([O:5][C:6](=[O:39])[CH:7]([NH:11][S:12]([C:15]1[CH:20]=[CH:19][C:18]([C:21]2[CH:26]=[CH:25][C:24]([CH2:27][O:28][C:29]3[N:30]=[CH:31][C:32]4[C:37]([CH:38]=3)=[CH:36][CH:35]=[CH:34][CH:33]=4)=[CH:23][CH:22]=2)=[CH:17][CH:16]=1)(=[O:14])=[O:13])[CH:8]([CH3:10])[CH3:9])(C)(C)C.C(O)(C(F)(F)F)=O. (2) Given the product [CH3:9][O:8][C:7]1[CH:6]=[CH:5][C:4]([CH:10]=[O:12])=[N:3][C:2]=1[Br:1], predict the reactants needed to synthesize it. The reactants are: [Br:1][C:2]1[C:7]([O:8][CH3:9])=[CH:6][CH:5]=[C:4]([CH3:10])[N:3]=1.S(OOS([O-])(=O)=O)([O-])(=O)=[O:12].[K+].[K+].C(Cl)Cl. (3) Given the product [C:27]1([O:30][C:31]([N:21]2[CH2:22][CH2:23][CH:18]([NH:17][C:4]3[S:5][C:6]([C:7](=[O:8])[C:9]4[C:14]([F:15])=[CH:13][CH:12]=[CH:11][C:10]=4[F:16])=[C:2]([NH2:1])[N:3]=3)[CH2:19][CH2:20]2)=[S:32])[CH:28]=[CH:29][CH:24]=[CH:25][CH:26]=1, predict the reactants needed to synthesize it. The reactants are: [NH2:1][C:2]1[N:3]=[C:4]([NH:17][CH:18]2[CH2:23][CH2:22][NH:21][CH2:20][CH2:19]2)[S:5][C:6]=1[C:7]([C:9]1[C:14]([F:15])=[CH:13][CH:12]=[CH:11][C:10]=1[F:16])=[O:8].[CH:24]1[CH:29]=[CH:28][C:27]([O:30][C:31](Cl)=[S:32])=[CH:26][CH:25]=1. (4) Given the product [CH2:10]([O:17][C:18]1[CH:27]=[C:26]2[C:21]([C:22]([NH:8][C:5]3[CH:6]=[CH:7][C:2]([Br:1])=[CH:3][C:4]=3[F:9])=[N:23][CH:24]=[N:25]2)=[CH:20][C:19]=1[O:29][CH3:30])[C:11]1[CH:12]=[CH:13][CH:14]=[CH:15][CH:16]=1, predict the reactants needed to synthesize it. The reactants are: [Br:1][C:2]1[CH:7]=[CH:6][C:5]([NH2:8])=[C:4]([F:9])[CH:3]=1.[CH2:10]([O:17][C:18]1[CH:27]=[C:26]2[C:21]([C:22](Cl)=[N:23][CH:24]=[N:25]2)=[CH:20][C:19]=1[O:29][CH3:30])[C:11]1[CH:16]=[CH:15][CH:14]=[CH:13][CH:12]=1. (5) Given the product [Cl:12][C:13]1[CH:14]=[C:15]([CH2:16][OH:17])[CH:18]=[C:19]([Cl:22])[C:20]=1[C:3]1[CH:4]=[CH:5][C:6]([F:8])=[CH:7][C:2]=1[F:1], predict the reactants needed to synthesize it. The reactants are: [F:1][C:2]1[CH:7]=[C:6]([F:8])[CH:5]=[CH:4][C:3]=1B(O)O.[Cl:12][C:13]1[CH:14]=[C:15]([CH:18]=[C:19]([Cl:22])[C:20]=1I)[CH2:16][OH:17].